Dataset: Forward reaction prediction with 1.9M reactions from USPTO patents (1976-2016). Task: Predict the product of the given reaction. (1) Given the reactants [CH3:1][CH:2]([S:4]([NH:7][CH:8]1[CH2:12][CH2:11][CH2:10][CH:9]1[O:13]CC1C=CC=CC=1)(=[O:6])=[O:5])[CH3:3], predict the reaction product. The product is: [OH:13][CH:9]1[CH2:10][CH2:11][CH2:12][CH:8]1[NH:7][S:4]([CH:2]([CH3:3])[CH3:1])(=[O:6])=[O:5]. (2) The product is: [Br:1][C:5]1[C:6]2[C:11](=[CH:10][C:9]([C:12]3[CH:17]=[CH:16][C:15]([OH:18])=[CH:14][CH:13]=3)=[CH:8][CH:7]=2)[NH:3][CH:4]=1. Given the reactants [Br:1]Br.[NH:3]1[C:11]2[C:6](=[CH:7][CH:8]=[C:9]([C:12]3[CH:17]=[CH:16][C:15]([OH:18])=[CH:14][CH:13]=3)[CH:10]=2)[CH:5]=[CH:4]1.O.S([O-])([O-])(=O)=S.[Na+].[Na+], predict the reaction product. (3) Given the reactants Cl[C:2]1[C:7]([CH2:8][CH2:9][O:10]C(=O)C)=[C:6]([CH2:14][N:15]2[CH:19]=[CH:18][N:17]=[C:16]2[C:20]2[C:25]([F:26])=[CH:24][CH:23]=[CH:22][N:21]=2)[N:5]=[CH:4][N:3]=1.O.[NH2:28][NH2:29], predict the reaction product. The product is: [F:26][C:25]1[C:20]([C:16]2[N:15]([CH2:14][C:6]3[C:7]([CH2:8][CH2:9][OH:10])=[C:2]([NH:28][NH2:29])[N:3]=[CH:4][N:5]=3)[CH:19]=[CH:18][N:17]=2)=[N:21][CH:22]=[CH:23][CH:24]=1. (4) Given the reactants [CH2:1]([O:3][C:4](=[O:20])[CH2:5][C:6]1[CH:19]=[CH:18][C:9]2[C:10]3[C:15](=O)[NH:14][CH:13]=[N:12][C:11]=3[S:17][C:8]=2[CH:7]=1)[CH3:2].C(N(C(C)C)CC)(C)C.P(Cl)(Cl)([Cl:32])=O, predict the reaction product. The product is: [CH2:1]([O:3][C:4](=[O:20])[CH2:5][C:6]1[CH:19]=[CH:18][C:9]2[C:10]3[C:15]([Cl:32])=[N:14][CH:13]=[N:12][C:11]=3[S:17][C:8]=2[CH:7]=1)[CH3:2]. (5) Given the reactants Cl[C:2]1[N:7]=[CH:6][NH:5][C:4](=[O:8])[CH:3]=1.[N:9]1([C:15]([O:17][CH2:18][C:19]2[CH:24]=[CH:23][CH:22]=[CH:21][CH:20]=2)=[O:16])[CH2:14][CH2:13][NH:12][CH2:11][CH2:10]1.C(N(C(C)C)CC)(C)C, predict the reaction product. The product is: [CH2:18]([O:17][C:15]([N:9]1[CH2:14][CH2:13][N:12]([C:2]2[N:7]=[CH:6][NH:5][C:4](=[O:8])[CH:3]=2)[CH2:11][CH2:10]1)=[O:16])[C:19]1[CH:24]=[CH:23][CH:22]=[CH:21][CH:20]=1. (6) Given the reactants [Br:1][C:2]1[CH:7]=[CH:6][C:5]([S:8]([NH:11][C:12]2[CH:13]=[N:14][CH:15]=[C:16](B3OC(C)(C)C(C)(C)O3)[CH:17]=2)(=[O:10])=[O:9])=[C:4]([Cl:27])[CH:3]=1.Cl[C:29]1[CH:30]=[CH:31][C:32]2[N:33]=[CH:34][N:35]=[C:36]([O:39][CH:40]3[CH2:45][CH2:44][O:43][CH2:42][CH2:41]3)[C:37]=2[N:38]=1.C(=O)(O)[O-].[Na+], predict the reaction product. The product is: [Br:1][C:2]1[CH:7]=[CH:6][C:5]([S:8]([NH:11][C:12]2[CH:13]=[N:14][CH:15]=[C:16]([C:29]3[CH:30]=[CH:31][C:32]4[N:33]=[CH:34][N:35]=[C:36]([O:39][CH:40]5[CH2:45][CH2:44][O:43][CH2:42][CH2:41]5)[C:37]=4[N:38]=3)[CH:17]=2)(=[O:9])=[O:10])=[C:4]([Cl:27])[CH:3]=1.